From a dataset of Full USPTO retrosynthesis dataset with 1.9M reactions from patents (1976-2016). Predict the reactants needed to synthesize the given product. (1) Given the product [N:37]([CH2:10][C:3]1[C:4]2[CH2:5][CH2:6][CH2:7][CH2:8][C:9]=2[NH:1][N:2]=1)=[N+:38]=[N-:39], predict the reactants needed to synthesize it. The reactants are: [NH:1]1[C:9]2[CH2:8][CH2:7][CH2:6][CH2:5][C:4]=2[C:3]([CH2:10]O)=[N:2]1.C1CCN2C(=NCCC2)CC1.C1C=CC(P([N:37]=[N+:38]=[N-:39])(C2C=CC=CC=2)=O)=CC=1. (2) The reactants are: [F:1][C@H:2]1[CH2:19][C@@:17]2([CH3:18])[C@@H:13]([CH2:14][CH2:15][C:16]2=[O:20])[C@H:12]2[C@H:3]1[C:4]1[CH:5]=[CH:6][C:7]([OH:43])=[CH:8][C:9]=1[CH2:10][C@H:11]2[CH2:21][CH2:22][CH2:23][CH2:24][CH2:25][N:26]([CH3:42])[CH2:27][CH2:28][C:29]([F:41])([F:40])[C:30]([F:39])([F:38])[C:31]([F:37])([F:36])[C:32]([F:35])([F:34])[F:33].[BH4-].[Na+]. Given the product [F:1][C@H:2]1[CH2:19][C@@:17]2([CH3:18])[C@@H:13]([CH2:14][CH2:15][C@@H:16]2[OH:20])[C@H:12]2[C@H:3]1[C:4]1[CH:5]=[CH:6][C:7]([OH:43])=[CH:8][C:9]=1[CH2:10][C@H:11]2[CH2:21][CH2:22][CH2:23][CH2:24][CH2:25][N:26]([CH3:42])[CH2:27][CH2:28][C:29]([F:40])([F:41])[C:30]([F:38])([F:39])[C:31]([F:36])([F:37])[C:32]([F:33])([F:34])[F:35], predict the reactants needed to synthesize it. (3) Given the product [CH2:1]([O:3][C:4](=[O:20])[CH2:5][CH:6]([N:10]1[C:14]2[CH:15]=[CH:16][CH:17]=[CH:18][C:13]=2[N:12]([CH2:32][C:24]2[CH:23]=[C:22]([CH3:21])[N:30]3[C:25]=2[C:26]([CH3:31])=[CH:27][CH:28]=[CH:29]3)[C:11]1=[O:19])[CH2:7][CH2:8][CH3:9])[CH3:2], predict the reactants needed to synthesize it. The reactants are: [CH2:1]([O:3][C:4](=[O:20])[CH2:5][CH:6]([N:10]1[C:14]2[CH:15]=[CH:16][CH:17]=[CH:18][C:13]=2[NH:12][C:11]1=[O:19])[CH2:7][CH2:8][CH3:9])[CH3:2].[CH3:21][C:22]1[N:30]2[C:25]([C:26]([CH3:31])=[CH:27][CH:28]=[CH:29]2)=[C:24]([CH2:32][N+](C)(C)C)[CH:23]=1.[I-].C([O-])([O-])=O.[K+].[K+]. (4) Given the product [NH2:8][C@@H:9]([CH2:22][C:23]1[CH:24]=[CH:25][CH:26]=[CH:27][CH:28]=1)[CH2:10][CH2:11][C:12]1[CH:13]=[CH:14][C:15]([S:18]([OH:21])(=[O:19])=[O:20])=[CH:16][CH:17]=1, predict the reactants needed to synthesize it. The reactants are: FC(F)(F)C(O)=O.[NH2:8][C@@H:9]([CH2:22][C:23]1[CH:28]=[CH:27][CH:26]=[CH:25][CH:24]=1)/[CH:10]=[CH:11]/[C:12]1[CH:17]=[CH:16][C:15]([S:18]([OH:21])(=[O:20])=[O:19])=[CH:14][CH:13]=1.O.[H][H]. (5) Given the product [Cl:12][C:7]1[CH:6]=[C:5]2[C:10]([N:11]=[C:2]([N:20]3[CH2:21][CH2:22][N:17]([CH3:16])[CH2:18][CH2:19]3)[C:3]3[N:4]2[CH2:13][CH2:14][N:15]=3)=[CH:9][CH:8]=1, predict the reactants needed to synthesize it. The reactants are: Cl[C:2]1[C:3]2[N:4]([CH2:13][CH2:14][N:15]=2)[C:5]2[C:10]([N:11]=1)=[CH:9][CH:8]=[C:7]([Cl:12])[CH:6]=2.[CH3:16][N:17]1[CH2:22][CH2:21][NH:20][CH2:19][CH2:18]1. (6) Given the product [CH2:1]([O:5][C:6]1[N:14]=[C:13]2[C:9]([NH:10][C:11](=[O:35])[N:12]2[CH2:15][CH:16]2[CH2:21][CH2:20][N:19]([CH2:22][C:23]3[O:24][C:25]([C:28]([O:30][CH3:31])=[O:29])=[CH:26][CH:27]=3)[CH2:18][CH2:17]2)=[C:8]([NH2:34])[N:7]=1)[CH2:2][CH2:3][CH3:4], predict the reactants needed to synthesize it. The reactants are: [CH2:1]([O:5][C:6]1[N:14]=[C:13]2[C:9]([N:10]=[C:11](Cl)[N:12]2[CH2:15][CH:16]2[CH2:21][CH2:20][N:19]([CH2:22][C:23]3[O:24][C:25]([C:28]([O:30][CH2:31]C)=[O:29])=[CH:26][CH:27]=3)[CH2:18][CH2:17]2)=[C:8]([NH2:34])[N:7]=1)[CH2:2][CH2:3][CH3:4].[OH-:35].[Na+].Cl. (7) The reactants are: Br[C:2]1[N:7]=[C:6]([C:8]2[N:12]3[CH:13]=[CH:14][CH:15]=[C:16]([C:17]([F:20])([F:19])[F:18])[C:11]3=[N:10][C:9]=2[CH2:21][CH3:22])[CH:5]=[CH:4][CH:3]=1.[CH3:23][S:24]([C:27]1[CH:28]=[C:29]([OH:33])[CH:30]=[CH:31][CH:32]=1)(=[O:26])=[O:25].C(=O)([O-])[O-].[Cs+].[Cs+]. Given the product [CH2:21]([C:9]1[N:10]=[C:11]2[C:16]([C:17]([F:20])([F:19])[F:18])=[CH:15][CH:14]=[CH:13][N:12]2[C:8]=1[C:6]1[CH:5]=[CH:4][CH:3]=[C:2]([O:33][C:29]2[CH:30]=[CH:31][CH:32]=[C:27]([S:24]([CH3:23])(=[O:26])=[O:25])[CH:28]=2)[N:7]=1)[CH3:22], predict the reactants needed to synthesize it. (8) The reactants are: [N:1]1([CH2:7][C:8]2[CH:13]=[CH:12][C:11]([C:14]3[CH:30]=[N:29][C:17]4[NH:18][C:19]5[CH:24]=[N:23][C:22]([C:25]([NH:27][NH2:28])=[O:26])=[CH:21][C:20]=5[C:16]=4[CH:15]=3)=[CH:10][CH:9]=2)[CH2:6][CH2:5][CH2:4][CH2:3][CH2:2]1.[CH3:31]OC(OC)OC.C(=O)(O)[O-].[Na+]. Given the product [O:26]1[CH:31]=[N:28][N:27]=[C:25]1[C:22]1[N:23]=[CH:24][C:19]2[NH:18][C:17]3[N:29]=[CH:30][C:14]([C:11]4[CH:12]=[CH:13][C:8]([CH2:7][N:1]5[CH2:2][CH2:3][CH2:4][CH2:5][CH2:6]5)=[CH:9][CH:10]=4)=[CH:15][C:16]=3[C:20]=2[CH:21]=1, predict the reactants needed to synthesize it.